Task: Predict which catalyst facilitates the given reaction.. Dataset: Catalyst prediction with 721,799 reactions and 888 catalyst types from USPTO (1) Reactant: [C:1](OC(=O)C)(=[O:3])C.C1COCC1.C(O)=O.[CH3:16][O:17][C:18]([C:20]1[CH:21]=[C:22]([C:27]2[CH:32]=[CH:31][C:30]([CH3:33])=[CH:29][CH:28]=2)[CH:23]=[C:24]([NH2:26])[CH:25]=1)=[O:19]. Product: [CH3:16][O:17][C:18]([C:20]1[CH:21]=[C:22]([C:27]2[CH:32]=[CH:31][C:30]([CH3:33])=[CH:29][CH:28]=2)[CH:23]=[C:24]([NH:26][CH:1]=[O:3])[CH:25]=1)=[O:19]. The catalyst class is: 6. (2) Reactant: [Cl:1][C:2]1[CH:3]=[C:4]2[C:8](=[CH:9][CH:10]=1)[NH:7][CH:6]=[C:5]2[CH2:11][CH2:12][NH:13][C:14](=[O:22])[C:15]1[CH:20]=[CH:19][C:18](I)=[CH:17][CH:16]=1.[Cl:23][C:24]1[CH:29]=[CH:28][C:27](B(O)O)=[CH:26][CH:25]=1.C(=O)([O-])[O-].[Na+].[Na+]. Product: [Cl:23][C:24]1[CH:29]=[CH:28][C:27]([C:18]2[CH:19]=[CH:20][C:15]([C:14]([NH:13][CH2:12][CH2:11][C:5]3[C:4]4[C:8](=[CH:9][CH:10]=[C:2]([Cl:1])[CH:3]=4)[NH:7][CH:6]=3)=[O:22])=[CH:16][CH:17]=2)=[CH:26][CH:25]=1. The catalyst class is: 437. (3) Reactant: [Cl:1][C:2]1[CH:3]=[CH:4][C:5]([C@@:8]([NH:30][C:31](=[O:44])[NH:32][CH2:33][CH:34]([C:40]([F:43])([F:42])[F:41])[CH2:35][CH2:36][C:37](O)=[O:38])([C:16]2[CH:21]=[C:20]([O:22][C:23]([F:28])([F:27])[CH:24]([F:26])[F:25])[CH:19]=[C:18]([F:29])[CH:17]=2)[CH2:9][C:10]2[CH:15]=[CH:14][CH:13]=[CH:12][CH:11]=2)=[N:6][CH:7]=1.[H-].[H-].[H-].[H-].[Li+].[Al+3]. Product: [Cl:1][C:2]1[CH:3]=[CH:4][C:5]([C@@:8]([NH:30][C:31]([NH:32][CH2:33][CH:34]([C:40]([F:42])([F:43])[F:41])[CH2:35][CH2:36][CH2:37][OH:38])=[O:44])([C:16]2[CH:21]=[C:20]([O:22][C:23]([F:27])([F:28])[CH:24]([F:25])[F:26])[CH:19]=[C:18]([F:29])[CH:17]=2)[CH2:9][C:10]2[CH:11]=[CH:12][CH:13]=[CH:14][CH:15]=2)=[N:6][CH:7]=1. The catalyst class is: 1. (4) Reactant: [CH2:1]([O:8][C:9]([N:11]1[CH2:16][CH2:15][N:14]([CH2:17][CH:18]=[CH2:19])[C:13](=[O:20])[CH2:12]1)=[O:10])[C:2]1[CH:7]=[CH:6][CH:5]=[CH:4][CH:3]=1.[CH2:21]([N:28]([CH2:39][C:40]1[CH:45]=[CH:44][CH:43]=[CH:42][CH:41]=1)[CH:29]([CH2:32][C:33]1[CH:38]=[CH:37][CH:36]=[CH:35][CH:34]=1)[CH:30]=[O:31])[C:22]1[CH:27]=[CH:26][CH:25]=[CH:24][CH:23]=1. Product: [CH2:39]([N:28]([CH2:21][C:22]1[CH:23]=[CH:24][CH:25]=[CH:26][CH:27]=1)[C@@H:29]([CH2:32][C:33]1[CH:34]=[CH:35][CH:36]=[CH:37][CH:38]=1)[CH:30]([CH:12]1[N:11]([C:9]([O:8][CH2:1][C:2]2[CH:3]=[CH:4][CH:5]=[CH:6][CH:7]=2)=[O:10])[CH2:16][CH2:15][N:14]([CH2:17][CH:18]=[CH2:19])[C:13]1=[O:20])[OH:31])[C:40]1[CH:41]=[CH:42][CH:43]=[CH:44][CH:45]=1. The catalyst class is: 1.